Task: Predict the reactants needed to synthesize the given product.. Dataset: Full USPTO retrosynthesis dataset with 1.9M reactions from patents (1976-2016) (1) Given the product [CH2:18]([NH:22][C:23]([N:5]([CH2:6][C:7]1[CH:8]=[CH:9][C:10]([C:11]([O:13][CH3:14])=[O:12])=[CH:15][CH:16]=1)[CH2:4][CH2:3][N:2]([CH3:1])[CH3:17])=[O:24])[CH2:19][CH2:20][CH3:21], predict the reactants needed to synthesize it. The reactants are: [CH3:1][N:2]([CH3:17])[CH2:3][CH2:4][NH:5][CH2:6][C:7]1[CH:16]=[CH:15][C:10]([C:11]([O:13][CH3:14])=[O:12])=[CH:9][CH:8]=1.[CH2:18]([N:22]=[C:23]=[O:24])[CH2:19][CH2:20][CH3:21].C(=O)([O-])O.[Na+]. (2) Given the product [C:1]([C:5]1[CH:6]=[C:7]([CH:17]([OH:20])[C:18]#[C:19][C:22]2[CH:30]=[CH:29][C:25]([C:26]([OH:28])=[O:27])=[CH:24][CH:23]=2)[CH:8]=[CH:9][C:10]=1[N:11]1[CH2:12][CH2:13][CH2:14][CH2:15][CH2:16]1)([CH3:4])([CH3:3])[CH3:2], predict the reactants needed to synthesize it. The reactants are: [C:1]([C:5]1[CH:6]=[C:7]([CH:17]([OH:20])[C:18]#[CH:19])[CH:8]=[CH:9][C:10]=1[N:11]1[CH2:16][CH2:15][CH2:14][CH2:13][CH2:12]1)([CH3:4])([CH3:3])[CH3:2].I[C:22]1[CH:30]=[CH:29][C:25]([C:26]([OH:28])=[O:27])=[CH:24][CH:23]=1. (3) The reactants are: [CH3:1][O:2][C:3]1[CH:8]=[CH:7][C:6]([NH:9][CH:10]2[CH2:15][CH2:14][N:13]([C:16]([O:18][C:19]([CH3:22])([CH3:21])[CH3:20])=[O:17])[CH2:12][CH2:11]2)=[CH:5][CH:4]=1.Cl[CH2:24][C:25]1[CH:30]=[CH:29][N:28]=[C:27]([C:31]2[CH:36]=[CH:35][C:34]([Cl:37])=[CH:33][CH:32]=2)[CH:26]=1. Given the product [C:19]([O:18][C:16]([N:13]1[CH2:14][CH2:15][CH:10]([N:9]([CH2:24][C:25]2[CH:30]=[CH:29][N:28]=[C:27]([C:31]3[CH:36]=[CH:35][C:34]([Cl:37])=[CH:33][CH:32]=3)[CH:26]=2)[C:6]2[CH:5]=[CH:4][C:3]([O:2][CH3:1])=[CH:8][CH:7]=2)[CH2:11][CH2:12]1)=[O:17])([CH3:22])([CH3:21])[CH3:20], predict the reactants needed to synthesize it. (4) The reactants are: [N:1]1[C:10]2[C:5](=[CH:6][CH:7]=[CH:8][CH:9]=2)[N:4]=[CH:3][C:2]=1[N:11]1[CH2:22][CH2:21][C:14]2([C:19](=[O:20])[NH:18][CH2:17][CH2:16][CH2:15]2)[CH2:13][CH2:12]1.C1COCC1.Br[CH2:29][C:30]1[C:39]2[O:38][CH2:37][CH2:36][O:35][C:34]=2[CH:33]=[CH:32][CH:31]=1. Given the product [O:35]1[CH2:36][CH2:37][O:38][C:39]2[C:30]([CH2:29][N:18]3[CH2:17][CH2:16][CH2:15][C:14]4([CH2:21][CH2:22][N:11]([C:2]5[CH:3]=[N:4][C:5]6[C:10](=[CH:9][CH:8]=[CH:7][CH:6]=6)[N:1]=5)[CH2:12][CH2:13]4)[C:19]3=[O:20])=[CH:31][CH:32]=[CH:33][C:34]1=2, predict the reactants needed to synthesize it. (5) Given the product [F:1][C:2]1[CH:3]=[CH:4][CH:5]=[C:6]2[C:11]=1[O:10][CH2:9][CH2:8][C@H:7]2[NH2:12], predict the reactants needed to synthesize it. The reactants are: [F:1][C:2]1[CH:3]=[CH:4][CH:5]=[C:6]2[C:11]=1[O:10][CH2:9][CH2:8][C@H:7]2[NH:12]C(=O)COC. (6) Given the product [C:33]([O:37][C:38]([N:40]1[CH:45]([C:46]2[NH:50][C:49]3[CH:51]=[C:52]([C:25]4[CH:26]=[CH:27][C:28]5[C:29]6[C:20](=[CH:19][C:18]([C:15]7[NH:14][C:13]([CH:9]8[CH2:10][CH2:11][CH2:12][N:8]8[C:6]([O:5][C:1]([CH3:2])([CH3:3])[CH3:4])=[O:7])=[N:17][CH:16]=7)=[CH:31][CH:30]=6)[CH2:21][CH2:22][C:23]=5[CH:24]=4)[CH:53]=[CH:54][C:48]=3[N:47]=2)[CH:44]2[CH2:64][CH:41]1[CH2:42][CH2:43]2)=[O:39])([CH3:36])([CH3:34])[CH3:35], predict the reactants needed to synthesize it. The reactants are: [C:1]([O:5][C:6]([N:8]1[CH2:12][CH2:11][CH2:10][CH:9]1[C:13]1[NH:14][C:15]([C:18]2[CH:31]=[CH:30][C:29]3[C:28]4[C:23](=[CH:24][C:25](Br)=[CH:26][CH:27]=4)[CH2:22][CH2:21][C:20]=3[CH:19]=2)=[CH:16][N:17]=1)=[O:7])([CH3:4])([CH3:3])[CH3:2].[C:33]([O:37][C:38]([N:40]1[CH:45]([C:46]2[NH:50][C:49]3[CH:51]=[C:52](B4OC(C)(C)C(C)(C)O4)[CH:53]=[CH:54][C:48]=3[N:47]=2)[CH:44]2[CH2:64][CH:41]1[CH2:42][CH2:43]2)=[O:39])([CH3:36])([CH3:35])[CH3:34].C([O-])(O)=O.[Na+]. (7) Given the product [O:20]=[S:6]1(=[O:21])[N:5]([CH2:4][CH2:3][CH2:2][N:32]2[CH2:31][CH2:30][N:29]([C:22]([O:24][C:25]([CH3:28])([CH3:27])[CH3:26])=[O:23])[CH2:34][CH2:33]2)[C:9]2[CH:10]=[CH:11][CH:12]=[CH:13][C:8]=2[N:7]1[C:14]1[CH:19]=[CH:18][CH:17]=[CH:16][CH:15]=1, predict the reactants needed to synthesize it. The reactants are: Br[CH2:2][CH2:3][CH2:4][N:5]1[C:9]2[CH:10]=[CH:11][CH:12]=[CH:13][C:8]=2[N:7]([C:14]2[CH:19]=[CH:18][CH:17]=[CH:16][CH:15]=2)[S:6]1(=[O:21])=[O:20].[C:22]([N:29]1[CH2:34][CH2:33][NH:32][CH2:31][CH2:30]1)([O:24][C:25]([CH3:28])([CH3:27])[CH3:26])=[O:23].C(=O)([O-])[O-].[Na+].[Na+]. (8) Given the product [N+:27]([C:24]1[CH:25]=[CH:26][C:21]([O:19][C:14]2[CH:15]=[C:16]3[C:11](=[CH:12][CH:13]=2)[O:10][CH:9]([C:3]2[CH:4]=[CH:5][CH:6]=[CH:7][CH:8]=2)[CH2:18][CH2:17]3)=[N:22][CH:23]=1)([O-:29])=[O:28], predict the reactants needed to synthesize it. The reactants are: [F-].[K+].[C:3]1([CH:9]2[CH2:18][CH2:17][C:16]3[C:11](=[CH:12][CH:13]=[C:14]([OH:19])[CH:15]=3)[O:10]2)[CH:8]=[CH:7][CH:6]=[CH:5][CH:4]=1.Cl[C:21]1[CH:26]=[CH:25][C:24]([N+:27]([O-:29])=[O:28])=[CH:23][N:22]=1.Cl. (9) Given the product [CH3:62][C:48]1[N:49]=[C:50]([C:52]2[CH:53]=[CH:54][C:55]([C:58]([F:61])([F:59])[F:60])=[CH:56][CH:57]=2)[S:51][C:47]=1[CH2:46][N:44]1[C:45]2[C:41](=[CH:40][CH:39]=[CH:38][C:37]=2[O:36][CH2:35][C:34]([OH:63])=[O:33])[CH:42]=[CH:43]1, predict the reactants needed to synthesize it. The reactants are: CC1N=C(C2C=CC(C(F)(F)F)=CC=2)SC=1CN1C2C(=C(OCC(O)=O)C=CC=2)C=C1.C[O:33][C:34](=[O:63])[CH2:35][O:36][C:37]1[CH:38]=[CH:39][CH:40]=[C:41]2[C:45]=1[N:44]([CH2:46][C:47]1[S:51][C:50]([C:52]3[CH:57]=[CH:56][C:55]([C:58]([F:61])([F:60])[F:59])=[CH:54][CH:53]=3)=[N:49][C:48]=1[CH3:62])[CH:43]=[CH:42]2. (10) The reactants are: [NH2:1][C:2]1[CH:3]=[CH:4][C:5]([CH3:25])=[C:6]([CH:24]=1)[NH:7][C:8]1[CH:13]=[C:12]([C:14]([F:17])([F:16])[F:15])[N:11]=[C:10]([C:18]2[CH:23]=[CH:22][N:21]=[CH:20][CH:19]=2)[N:9]=1.[C:26]1([CH3:35])[CH:31]=[CH:30][C:29]([C:32](Cl)=[O:33])=[CH:28][CH:27]=1.O. Given the product [CH3:35][C:26]1[CH:31]=[CH:30][C:29]([C:32]([NH:1][C:2]2[CH:3]=[CH:4][C:5]([CH3:25])=[C:6]([NH:7][C:8]3[CH:13]=[C:12]([C:14]([F:16])([F:17])[F:15])[N:11]=[C:10]([C:18]4[CH:23]=[CH:22][N:21]=[CH:20][CH:19]=4)[N:9]=3)[CH:24]=2)=[O:33])=[CH:28][CH:27]=1, predict the reactants needed to synthesize it.